Dataset: Full USPTO retrosynthesis dataset with 1.9M reactions from patents (1976-2016). Task: Predict the reactants needed to synthesize the given product. (1) Given the product [OH:13][CH2:12][CH:9]1[CH2:10][CH2:11][N:8]1[C:31]([O:33][C:34]([CH3:35])([CH3:36])[CH3:37])=[O:32], predict the reactants needed to synthesize it. The reactants are: C([N:8]1[CH2:11][CH2:10][CH:9]1[C:12](OCC)=[O:13])C1C=CC=CC=1.[H-].[Al+3].[Li+].[H-].[H-].[H-].[C:31](O[C:31]([O:33][C:34]([CH3:37])([CH3:36])[CH3:35])=[O:32])([O:33][C:34]([CH3:37])([CH3:36])[CH3:35])=[O:32].[H][H]. (2) Given the product [NH2:33][C:31]1[N:30]=[C:29]2[NH:34][CH:35]=[CH:36][C:28]2=[C:27]([C:2]#[C:1][C:3]2[N:7]3[N:8]=[C:9]([C:12]4[CH:13]=[CH:14][C:15]([C:18]([N:20]5[CH2:21][CH2:22][O:23][CH2:24][CH2:25]5)=[O:19])=[CH:16][CH:17]=4)[CH:10]=[CH:11][C:6]3=[N:5][CH:4]=2)[CH:32]=1, predict the reactants needed to synthesize it. The reactants are: [C:1]([C:3]1[N:7]2[N:8]=[C:9]([C:12]3[CH:17]=[CH:16][C:15]([C:18]([N:20]4[CH2:25][CH2:24][O:23][CH2:22][CH2:21]4)=[O:19])=[CH:14][CH:13]=3)[CH:10]=[CH:11][C:6]2=[N:5][CH:4]=1)#[CH:2].I[C:27]1[CH:32]=[C:31]([NH2:33])[N:30]=[C:29]2[NH:34][CH:35]=[CH:36][C:28]=12. (3) Given the product [C:1]([C:3]1[CH:8]=[CH:7][C:6]([O:9][C:20]([CH3:22])([CH3:21])[C:19]([O:18][CH2:16][CH3:17])=[O:24])=[CH:5][CH:4]=1)#[N:2], predict the reactants needed to synthesize it. The reactants are: [C:1]([C:3]1[CH:8]=[CH:7][C:6]([OH:9])=[CH:5][CH:4]=1)#[N:2].C([O-])([O-])=O.[K+].[K+].[CH2:16]([O:18][C:19](=[O:24])[C:20](Br)([CH3:22])[CH3:21])[CH3:17]. (4) Given the product [CH2:9]([O:12][CH:13]=[N:1][C:2]1[O:3][CH:4]=[CH:5][C:6]=1[C:7]#[N:8])[CH3:10], predict the reactants needed to synthesize it. The reactants are: [NH2:1][C:2]1[O:3][CH:4]=[CH:5][C:6]=1[C:7]#[N:8].[C:9]([O:12][CH:13](OCC)OCC)(=O)[CH3:10].C(=O)(O)[O-].[Na+]. (5) Given the product [Br:1][C:2]1[CH:9]=[C:8]([F:10])[C:7]([CH3:11])=[CH:6][C:3]=1[C:4]([OH:14])=[O:5], predict the reactants needed to synthesize it. The reactants are: [Br:1][C:2]1[CH:9]=[C:8]([F:10])[C:7]([CH3:11])=[CH:6][C:3]=1[CH:4]=[O:5].S(=O)(=O)([OH:14])N.Cl([O-])=O.[Na+].OP([O-])(O)=O.[K+].